From a dataset of Full USPTO retrosynthesis dataset with 1.9M reactions from patents (1976-2016). Predict the reactants needed to synthesize the given product. (1) Given the product [O:16]1[CH2:17][CH2:18][CH2:19][O:14][CH:15]1[C:20]1[CH:25]=[CH:24][C:23]([C:26]2[S:27][C:28]3[C:33]([N:34]=2)=[CH:32][CH:31]=[C:30]([C:6]([CH:4]2[CH2:3][C:2]([F:1])([F:9])[CH2:5]2)=[O:8])[N:29]=3)=[C:22]([F:39])[CH:21]=1, predict the reactants needed to synthesize it. The reactants are: [F:1][C:2]1([F:9])[CH2:5][CH:4]([C:6]([OH:8])=O)[CH2:3]1.S(Cl)(Cl)=O.[O:14]1[CH2:19][CH2:18][CH2:17][O:16][CH:15]1[C:20]1[CH:25]=[CH:24][C:23]([C:26]2[S:27][C:28]3[C:33]([N:34]=2)=[CH:32][CH:31]=[C:30]([Sn](C)(C)C)[N:29]=3)=[C:22]([F:39])[CH:21]=1. (2) Given the product [CH3:1][C:2]([CH2:104][CH2:105][CH2:106][NH:107][C:108]([O:110][C:111]([CH3:114])([CH3:113])[CH3:112])=[O:109])([NH:96][C:97]([O:99][C:100]([CH3:103])([CH3:102])[CH3:101])=[O:98])[CH2:3][CH2:4][CH2:5][N:6]([C:89]([O:91][C:92]([CH3:93])([CH3:94])[CH3:95])=[O:90])[CH2:7][CH:8]([C:56]([CH2:78][CH2:79][CH2:80][NH:81][C:82]([O:84][C:85]([CH3:86])([CH3:87])[CH3:88])=[O:83])([CH2:66][CH2:67][CH2:68][CH2:69][NH:70][C:71]([O:73][C:74]([CH3:75])([CH3:76])[CH3:77])=[O:72])[N:57]([CH3:65])[C:58]([O:60][C:61]([CH3:62])([CH3:63])[CH3:64])=[O:59])[CH2:9][CH2:10][CH2:11][CH2:12][CH2:13][CH2:14][NH:15][C:16](=[O:55])[CH2:17][CH2:18][CH2:19][CH2:20][CH2:21][CH2:22][CH2:23][CH2:24][CH2:25][CH2:26][CH2:27][CH2:28][CH2:29][CH2:30][CH2:31][CH2:32][CH2:33][CH2:34][CH2:35][CH2:36][CH2:37][CH2:38][CH2:39][CH2:40][CH2:41][CH2:42][CH2:43][CH2:44][CH2:45][CH2:46][CH2:47][CH2:48][CH2:49][CH2:50][CH2:51][NH2:52], predict the reactants needed to synthesize it. The reactants are: [CH3:1][C:2]([CH2:104][CH2:105][CH2:106][NH:107][C:108]([O:110][C:111]([CH3:114])([CH3:113])[CH3:112])=[O:109])([NH:96][C:97]([O:99][C:100]([CH3:103])([CH3:102])[CH3:101])=[O:98])[CH2:3][CH2:4][CH2:5][N:6]([C:89]([O:91][C:92]([CH3:95])([CH3:94])[CH3:93])=[O:90])[CH2:7][CH:8]([C:56]([CH2:78][CH2:79][CH2:80][NH:81][C:82]([O:84][C:85]([CH3:88])([CH3:87])[CH3:86])=[O:83])([CH2:66][CH2:67][CH2:68][CH2:69][NH:70][C:71]([O:73][C:74]([CH3:77])([CH3:76])[CH3:75])=[O:72])[N:57]([CH3:65])[C:58]([O:60][C:61]([CH3:64])([CH3:63])[CH3:62])=[O:59])[CH2:9][CH2:10][CH2:11][CH2:12][CH2:13][CH2:14][NH:15][C:16](=[O:55])[CH2:17][CH2:18][CH2:19][CH2:20][CH2:21][CH2:22][CH2:23][CH2:24][CH2:25][CH2:26][CH:27]=[CH:28][CH2:29][CH2:30][CH2:31][CH2:32][CH2:33][CH2:34][CH2:35][CH2:36][CH2:37][CH2:38][CH:39]=[CH:40][CH2:41][CH2:42][CH2:43][CH2:44][CH2:45][CH2:46][CH2:47][CH2:48][CH2:49][CH2:50][CH2:51][N:52]=[N+]=[N-].[H][H]. (3) Given the product [F:11][C:10]1[C:2]([C:30]2[CH2:35][CH2:34][CH2:33][C:32](=[O:36])[CH:31]=2)=[N:3][C:4]([NH:12][C:13]2[CH:18]=[CH:17][C:16]([N:19]3[CH2:24][CH2:23][O:22][CH2:21][CH2:20]3)=[CH:15][CH:14]=2)=[C:5]([CH:9]=1)[C:6]([NH2:8])=[O:7], predict the reactants needed to synthesize it. The reactants are: Cl[C:2]1[C:10]([F:11])=[CH:9][C:5]([C:6]([NH2:8])=[O:7])=[C:4]([NH:12][C:13]2[CH:18]=[CH:17][C:16]([N:19]3[CH2:24][CH2:23][O:22][CH2:21][CH2:20]3)=[CH:15][CH:14]=2)[N:3]=1.C([Sn](CCCC)(CCCC)[C:30]1[CH2:35][CH2:34][CH2:33][C:32](=[O:36])[CH:31]=1)CCC. (4) Given the product [CH2:23]([C:19]([OH:18])([C:25]([NH:26][CH2:27][C:28]([F:30])([F:29])[F:31])=[O:32])[C:20]([NH:1][C@@H:2]1[C:8](=[O:9])[NH:7][C:6]2[CH:10]=[CH:11][CH:12]=[CH:13][C:5]=2[C:4]2[CH:14]=[CH:15][CH:16]=[CH:17][C:3]1=2)=[O:21])[CH3:24], predict the reactants needed to synthesize it. The reactants are: [NH2:1][C@@H:2]1[C:8](=[O:9])[NH:7][C:6]2[CH:10]=[CH:11][CH:12]=[CH:13][C:5]=2[C:4]2[CH:14]=[CH:15][CH:16]=[CH:17][C:3]1=2.[OH:18][C:19]([C:25](=[O:32])[NH:26][CH2:27][C:28]([F:31])([F:30])[F:29])([CH2:23][CH3:24])[C:20](O)=[O:21].O.ON1C2C=CC=CC=2N=N1.C(N(C(C)C)CC)(C)C.Cl.CN(C)CCCN=C=NCC. (5) Given the product [N+:8]([C:5]1[CH:6]=[CH:7][C:2]([O:14][CH2:13][C:12]([F:16])([F:15])[F:11])=[CH:3][CH:4]=1)([O-:10])=[O:9], predict the reactants needed to synthesize it. The reactants are: F[C:2]1[CH:7]=[CH:6][C:5]([N+:8]([O-:10])=[O:9])=[CH:4][CH:3]=1.[F:11][C:12]([F:16])([F:15])[CH2:13][OH:14].C(=O)([O-])[O-].[K+].[K+]. (6) Given the product [CH3:19][N:2]([CH3:1])[C:6]1[CH:7]=[C:8]2[C:13](=[CH:14][CH:15]=1)[C:11](=[O:12])[O:10][CH2:9]2, predict the reactants needed to synthesize it. The reactants are: [C:1]([BH3-])#[N:2].[Na+].N[C:6]1[CH:7]=[C:8]2[C:13](=[CH:14][CH:15]=1)[C:11](=[O:12])[O:10][CH2:9]2.C=O.O.[C:19](O)(=O)C. (7) Given the product [Br:1][C:2]1[CH:7]=[CH:6][N:5]=[C:4]([CH2:8][Br:21])[CH:3]=1, predict the reactants needed to synthesize it. The reactants are: [Br:1][C:2]1[CH:7]=[CH:6][N:5]=[C:4]([CH3:8])[CH:3]=1.C(C(/N=N/C(C)(C)C#N)(C)C)#N.[Br:21]N1C(=O)CCC1=O.FC1C=CC=CC=1. (8) Given the product [Cl:10][C:8]1[N:9]=[C:2]([N:11]2[CH2:12][CH2:13][CH:14]([NH:17][C:18](=[O:24])[O:19][C:20]([CH3:22])([CH3:21])[CH3:23])[CH2:15][CH2:16]2)[CH:3]=[C:4]([C:5]#[N:6])[CH:7]=1, predict the reactants needed to synthesize it. The reactants are: Cl[C:2]1[CH:3]=[C:4]([CH:7]=[C:8]([Cl:10])[N:9]=1)[C:5]#[N:6].[NH:11]1[CH2:16][CH2:15][CH:14]([NH:17][C:18](=[O:24])[O:19][C:20]([CH3:23])([CH3:22])[CH3:21])[CH2:13][CH2:12]1. (9) The reactants are: [CH2:1]([O:8][C:9]([N:11]1[CH2:20][CH2:19][C:18]2[C:13](=[CH:14][CH:15]=[CH:16][CH:17]=2)[C@H:12]1[C:21]1[CH:26]=[C:25]([Cl:27])[CH:24]=[CH:23][C:22]=1[O:28][CH2:29][C:30]([NH:32][NH2:33])=[O:31])=[O:10])[C:2]1[CH:7]=[CH:6][CH:5]=[CH:4][CH:3]=1.CCN(CC)CC.[C:41](N1C=CN=C1)(N1C=CN=C1)=[O:42]. Given the product [CH2:1]([O:8][C:9]([N:11]1[CH2:20][CH2:19][C:18]2[C:13](=[CH:14][CH:15]=[CH:16][CH:17]=2)[C@H:12]1[C:21]1[CH:26]=[C:25]([Cl:27])[CH:24]=[CH:23][C:22]=1[O:28][CH2:29][C:30]1[O:31][C:41](=[O:42])[NH:33][N:32]=1)=[O:10])[C:2]1[CH:7]=[CH:6][CH:5]=[CH:4][CH:3]=1, predict the reactants needed to synthesize it.